Dataset: Reaction yield outcomes from USPTO patents with 853,638 reactions. Task: Predict the reaction yield, written as a fraction of the theoretical maximum amount of product (1.0 means a 100% yield; for example, 0.34 means a 34% yield). (1) The reactants are [Cl:1][C:2]1[N:3]=[C:4]([C:9]([NH:11][C@H:12]2[CH2:17][CH2:16][N:15]([C:18]([O:20]C(C)(C)C)=O)[CH2:14][C@H:13]2[O:25][CH3:26])=[O:10])[NH:5][C:6]=1[CH2:7][CH3:8].Cl.C(OCC)(=O)C.[CH2:34]([O:36][C:37](=[O:43])/[CH:38]=[CH:39]/C(O)=O)[CH3:35].CCN=C=NCCCN(C)C.Cl.Cl. The catalyst is CO.CN(C1C=CN=CC=1)C. The product is [Cl:1][C:2]1[N:3]=[C:4]([C:9]([NH:11][C@H:12]2[CH2:17][CH2:16][N:15]([C:18](=[O:20])/[CH:39]=[CH:38]/[C:37]([O:36][CH2:34][CH3:35])=[O:43])[CH2:14][C@H:13]2[O:25][CH3:26])=[O:10])[NH:5][C:6]=1[CH2:7][CH3:8]. The yield is 1.00. (2) The reactants are [Cl:1][C:2]1[CH:7]=[CH:6][C:5]([C:8]2[S:9][C:10]3[CH:16]=[C:15]([S:17][CH3:18])[CH:14]=[CH:13][C:11]=3[N:12]=2)=[CH:4][CH:3]=1.ClC1C=C(C=CC=1)C(OO)=[O:24].[OH-:30].[Na+]. The catalyst is ClCCl. The product is [Cl:1][C:2]1[CH:3]=[CH:4][C:5]([C:8]2[S:9][C:10]3[CH:16]=[C:15]([S:17]([CH3:18])(=[O:24])=[O:30])[CH:14]=[CH:13][C:11]=3[N:12]=2)=[CH:6][CH:7]=1. The yield is 0.470. (3) The reactants are [NH2:1][CH2:2][C:3]1[CH:8]=[C:7]([CH:9]=[CH2:10])[C:6]([NH:11][S:12]([CH3:15])(=[O:14])=[O:13])=[C:5]([F:16])[CH:4]=1.[C:17]([C:21]1[CH:26]=[CH:25][C:24]([CH:27]=[C:28]([CH3:32])[C:29](O)=[O:30])=[CH:23][CH:22]=1)([CH3:20])([CH3:19])[CH3:18].CCOC(OC(OCC)=O)=O. The catalyst is CN(C=O)C. The product is [C:17]([C:21]1[CH:22]=[CH:23][C:24]([CH:27]=[C:28]([CH3:32])[C:29]([NH:1][CH2:2][C:3]2[CH:8]=[C:7]([CH:9]=[CH2:10])[C:6]([NH:11][S:12]([CH3:15])(=[O:14])=[O:13])=[C:5]([F:16])[CH:4]=2)=[O:30])=[CH:25][CH:26]=1)([CH3:20])([CH3:18])[CH3:19]. The yield is 0.560. (4) The reactants are [C:1]1([Li])[CH:6]=[CH:5][CH:4]=[CH:3][CH:2]=1.[CH2:8]([N:15]1[CH2:20][CH2:19][N:18]([CH2:21][C:22]2[CH:27]=[CH:26][CH:25]=[CH:24][CH:23]=2)[CH2:17][C@@H:16]1[CH2:28][CH:29]=[O:30])[C:9]1[CH:14]=[CH:13][CH:12]=[CH:11][CH:10]=1. The catalyst is C1COCC1. The product is [CH2:8]([N:15]1[CH2:20][CH2:19][N:18]([CH2:21][C:22]2[CH:27]=[CH:26][CH:25]=[CH:24][CH:23]=2)[CH2:17][CH:16]1[CH2:28][C@@H:29]([C:1]1[CH:6]=[CH:5][CH:4]=[CH:3][CH:2]=1)[OH:30])[C:9]1[CH:10]=[CH:11][CH:12]=[CH:13][CH:14]=1. The yield is 0.760. (5) The reactants are Br[C:2]1[CH:3]=[C:4]([CH:7]=[O:8])[S:5][CH:6]=1.C([O-])([O-])=O.[Na+].[Na+].[C:15]1(B(O)O)[CH:20]=[CH:19][CH:18]=[CH:17][CH:16]=1. The catalyst is C1(C)C=CC=CC=1.O.O.C1C=CC([P]([Pd]([P](C2C=CC=CC=2)(C2C=CC=CC=2)C2C=CC=CC=2)([P](C2C=CC=CC=2)(C2C=CC=CC=2)C2C=CC=CC=2)[P](C2C=CC=CC=2)(C2C=CC=CC=2)C2C=CC=CC=2)(C2C=CC=CC=2)C2C=CC=CC=2)=CC=1. The product is [C:15]1([C:2]2[CH:3]=[C:4]([CH:7]=[O:8])[S:5][CH:6]=2)[CH:20]=[CH:19][CH:18]=[CH:17][CH:16]=1. The yield is 0.765. (6) The reactants are C([O:8][C:9]1[CH:14]=[CH:13][C:12]([S:15]([CH3:18])(=[O:17])=[O:16])=[C:11]([O:19][CH3:20])[CH:10]=1)C1C=CC=CC=1. The catalyst is CO.[Pd]. The product is [CH3:18][S:15]([C:12]1[CH:13]=[CH:14][C:9]([OH:8])=[CH:10][C:11]=1[O:19][CH3:20])(=[O:16])=[O:17]. The yield is 1.00. (7) The reactants are [CH2:1]([O:3][C:4](=[O:20])[CH2:5][C:6]1[CH:19]=[CH:18][C:9]2[C:10]3[C:15](=O)[NH:14][CH:13]=[N:12][C:11]=3[S:17][C:8]=2[CH:7]=1)[CH3:2].C(N(C(C)C)CC)(C)C.P(Cl)(Cl)([Cl:32])=O. The catalyst is C1(C)C=CC=CC=1. The product is [CH2:1]([O:3][C:4](=[O:20])[CH2:5][C:6]1[CH:19]=[CH:18][C:9]2[C:10]3[C:15]([Cl:32])=[N:14][CH:13]=[N:12][C:11]=3[S:17][C:8]=2[CH:7]=1)[CH3:2]. The yield is 0.560.